The task is: Predict the product of the given reaction.. This data is from Forward reaction prediction with 1.9M reactions from USPTO patents (1976-2016). (1) Given the reactants [CH2:1]([O:8][C:9]1[CH:10]=[CH:11][C:12]2[O:21][C:20]3[CH:22]=[CH:23][CH:24]=[CH:25][C:19]=3[C:18]3[CH:17]=[C:16]([CH2:26][OH:27])[S:15][C:14]=3[C:13]=2[CH:28]=1)[C:2]1[CH:7]=[CH:6][CH:5]=[CH:4][CH:3]=1.Cl.[CH3:30][N:31]([CH3:36])[CH2:32][CH2:33][CH2:34]Cl, predict the reaction product. The product is: [CH2:1]([O:8][C:9]1[CH:10]=[CH:11][C:12]2[O:21][C:20]3[CH:22]=[CH:23][CH:24]=[CH:25][C:19]=3[C:18]3[CH:17]=[C:16]([CH2:26][O:27][CH2:34][CH2:33][CH2:32][N:31]([CH3:36])[CH3:30])[S:15][C:14]=3[C:13]=2[CH:28]=1)[C:2]1[CH:3]=[CH:4][CH:5]=[CH:6][CH:7]=1. (2) Given the reactants [OH:1][N:2]=[C:3]([C:5]1[CH:13]=[CH:12][C:11]2[N:10]3[CH2:14][CH2:15][CH:16]([CH2:17][C:18]([O:20]C(C)(C)C)=[O:19])[C:9]3=[CH:8][C:7]=2[CH:6]=1)[NH2:4].[F:25][C:26]1([F:38])[O:30][C:29]2[CH:31]=[CH:32][C:33]([C:35](Cl)=O)=[CH:34][C:28]=2[O:27]1, predict the reaction product. The product is: [F:38][C:26]1([F:25])[O:30][C:29]2[CH:31]=[CH:32][C:33]([C:35]3[O:1][N:2]=[C:3]([C:5]4[CH:13]=[CH:12][C:11]5[N:10]6[CH2:14][CH2:15][CH:16]([CH2:17][C:18]([OH:20])=[O:19])[C:9]6=[CH:8][C:7]=5[CH:6]=4)[N:4]=3)=[CH:34][C:28]=2[O:27]1. (3) Given the reactants Cl.[CH3:2][O:3][C:4]1[CH:5]=[C:6]([C:12]2[C:13]([CH3:25])([CH3:24])[C:14](=[O:23])[N:15]([CH:17]3[CH2:22][CH2:21][NH:20][CH2:19][CH2:18]3)[N:16]=2)[CH:7]=[CH:8][C:9]=1[O:10][CH3:11].[Br:26][C:27]1[CH:35]=[CH:34][C:30]([C:31](Cl)=[O:32])=[CH:29][CH:28]=1, predict the reaction product. The product is: [Br:26][C:27]1[CH:35]=[CH:34][C:30]([C:31]([N:20]2[CH2:21][CH2:22][CH:17]([N:15]3[C:14](=[O:23])[C:13]([CH3:25])([CH3:24])[C:12]([C:6]4[CH:7]=[CH:8][C:9]([O:10][CH3:11])=[C:4]([O:3][CH3:2])[CH:5]=4)=[N:16]3)[CH2:18][CH2:19]2)=[O:32])=[CH:29][CH:28]=1. (4) Given the reactants [CH2:1]([O:3][C:4]([C:6]1[C:10]([CH3:11])=[C:9]([C:12]2[CH:17]=[CH:16][C:15]([C:18]#[N:19])=[CH:14][CH:13]=2)[N:8]([C:20]2[CH:25]=[CH:24][CH:23]=[CH:22][C:21]=2[Cl:26])[N:7]=1)=[O:5])[CH3:2].[N-:27]=[N+:28]=[N-:29].[Na+].Cl.[CH2:32](N(CC)CC)C.C(=O)([O-])[O-].[K+].[K+].IC, predict the reaction product. The product is: [CH2:1]([O:3][C:4]([C:6]1[C:10]([CH3:11])=[C:9]([C:12]2[CH:13]=[CH:14][C:15]([C:18]3[N:27]=[N:28][N:29]([CH3:32])[N:19]=3)=[CH:16][CH:17]=2)[N:8]([C:20]2[CH:25]=[CH:24][CH:23]=[CH:22][C:21]=2[Cl:26])[N:7]=1)=[O:5])[CH3:2]. (5) Given the reactants [CH3:1][O:2][C:3]1[CH:4]=[C:5]2[C:10](=[CH:11][C:12]=1[O:13][CH3:14])[NH:9][CH:8]=[CH:7][C:6]2=[S:15].Br[C:17]1[S:18][C:19]([N+:22]([O-:24])=[O:23])=[CH:20][CH:21]=1.C(=O)([O-])[O-].[K+].[K+], predict the reaction product. The product is: [CH3:1][O:2][C:3]1[CH:4]=[C:5]2[C:10](=[CH:11][C:12]=1[O:13][CH3:14])[N:9]=[CH:8][CH:7]=[C:6]2[S:15][C:17]1[S:18][C:19]([N+:22]([O-:24])=[O:23])=[CH:20][CH:21]=1. (6) Given the reactants [CH:1]1([N:4]2[CH:13]=[CH:12][C:11]3[C:6](=[CH:7][CH:8]=[CH:9][C:10]=3I)[C:5]2=[O:15])[CH2:3][CH2:2]1.[Cl:16][C:17]1[CH:18]=[C:19]([CH:22]=[CH:23][C:24]=1[Cl:25])[CH2:20][NH2:21].N12CCCN=C1CCCCC2.[O:37]1CCOC[CH2:38]1, predict the reaction product. The product is: [CH:1]1([N:4]2[CH:13]=[CH:12][C:11]3[C:10]([C:38]([NH:21][CH2:20][C:19]4[CH:22]=[CH:23][C:24]([Cl:25])=[C:17]([Cl:16])[CH:18]=4)=[O:37])=[CH:9][CH:8]=[CH:7][C:6]=3[C:5]2=[O:15])[CH2:3][CH2:2]1.